Dataset: Retrosynthesis with 50K atom-mapped reactions and 10 reaction types from USPTO. Task: Predict the reactants needed to synthesize the given product. (1) The reactants are: COc1ccc(C2(O)c3cncn3CCC2(C)C)cc1. Given the product COc1ccc(C2c3cncn3CCC2(C)C)cc1, predict the reactants needed to synthesize it. (2) Given the product CC(C)(C)OC(=O)N1CCC[C@@H]1COc1cccc(Cn2ncc3cc(-c4ccc(Cl)cc4)sc3c2=O)n1, predict the reactants needed to synthesize it. The reactants are: CC(C)(C)OC(=O)N1CCC[C@@H]1COc1cccc(COS(C)(=O)=O)n1.O=c1[nH]ncc2cc(-c3ccc(Cl)cc3)sc12. (3) The reactants are: C[C@@H]1CN(Cc2ccc(OCC3CCC(=O)CC3)cc2)C(=O)O1.NC1CCC1. Given the product C[C@@H]1CN(Cc2ccc(OCC3CCC(NC4CCC4)CC3)cc2)C(=O)O1, predict the reactants needed to synthesize it. (4) Given the product O=C(Nc1cncc2c1CN(Cc1cccc(I)c1)C2=O)c1ccc(Cl)s1, predict the reactants needed to synthesize it. The reactants are: O=C(Nc1cncc2c1C(=O)N(Cc1cccc(I)c1)C2=O)c1ccc(Cl)s1. (5) Given the product C(#CC1CCN(Cc2ccccc2)CC1)c1ccccc1OCC1CCCCC1, predict the reactants needed to synthesize it. The reactants are: Brc1ccccc1OCC1CCCCC1.C#CC1CCN(Cc2ccccc2)CC1. (6) Given the product Cc1cnc(Cl)c2c1[nH]c1ccc3cc(OCCCN4CCCCC4)ccc3c12, predict the reactants needed to synthesize it. The reactants are: Cc1cnc(Cl)c2c1[nH]c1ccc3cc(O)ccc3c12.ClCCCN1CCCCC1.